This data is from Forward reaction prediction with 1.9M reactions from USPTO patents (1976-2016). The task is: Predict the product of the given reaction. (1) Given the reactants [F:1][C:2]1[CH:3]=[C:4]2[C:9](=[CH:10][CH:11]=1)[N:8]=[C:7]([NH:12][C:13](=[O:17])OCC)[C:6]([O:18][CH3:19])=[N:5]2.[C:20]([C:22]1[CH:27]=[CH:26][CH:25]=[CH:24][C:23]=1[N:28]1[CH2:33][CH2:32][NH:31][CH2:30][CH2:29]1)#[N:21], predict the reaction product. The product is: [F:1][C:2]1[CH:3]=[C:4]2[C:9](=[CH:10][CH:11]=1)[N:8]=[C:7]([NH:12][C:13]([N:31]1[CH2:30][CH2:29][N:28]([C:23]3[CH:24]=[CH:25][CH:26]=[CH:27][C:22]=3[C:20]#[N:21])[CH2:33][CH2:32]1)=[O:17])[C:6]([O:18][CH3:19])=[N:5]2. (2) Given the reactants [Cl:1][C:2]1[CH:7]=[CH:6][CH:5]=[CH:4][C:3]=1[N:8]1[CH:12]=[CH:11][C:10]([NH2:13])=[N:9]1.[O:14]=[C:15]1[N:19]2[CH2:20][CH2:21][C@H:22]([CH2:24][C:25](O)=[O:26])[CH2:23][C@@H:18]2[CH2:17][O:16]1, predict the reaction product. The product is: [Cl:1][C:2]1[CH:7]=[CH:6][CH:5]=[CH:4][C:3]=1[N:8]1[CH:12]=[CH:11][C:10]([NH:13][C:25](=[O:26])[CH2:24][C@H:22]2[CH2:21][CH2:20][N:19]3[C:15](=[O:14])[O:16][CH2:17][C@H:18]3[CH2:23]2)=[N:9]1. (3) Given the reactants Br[C:2]1[CH:3]=[CH:4][CH:5]=[C:6]2[C:10]=1[NH:9][CH:8]=[C:7]2[CH2:11][CH2:12][CH2:13][O:14][C:15]1[CH:20]=[C:19]([CH3:21])[C:18]([Cl:22])=[C:17]([CH3:23])[CH:16]=1.[B:24]1([B:24]2[O:28][C:27]([CH3:30])([CH3:29])[C:26]([CH3:32])([CH3:31])[O:25]2)[O:28][C:27]([CH3:30])([CH3:29])[C:26]([CH3:32])([CH3:31])[O:25]1.C([O-])(=O)C.[K+], predict the reaction product. The product is: [Cl:22][C:18]1[C:19]([CH3:21])=[CH:20][C:15]([O:14][CH2:13][CH2:12][CH2:11][C:7]2[C:6]3[C:10](=[C:2]([B:24]4[O:28][C:27]([CH3:30])([CH3:29])[C:26]([CH3:32])([CH3:31])[O:25]4)[CH:3]=[CH:4][CH:5]=3)[NH:9][CH:8]=2)=[CH:16][C:17]=1[CH3:23]. (4) Given the reactants [NH2:1][C@@H:2]([CH2:33][C:34]1[CH:39]=[CH:38][CH:37]=[CH:36][CH:35]=1)[C@@H:3]([OH:32])[CH2:4][C@H:5]([NH:19][C:20]([C@@H:22]([NH:27][C:28](=[O:31])[O:29][CH3:30])[C:23]([CH3:26])([CH3:25])[CH3:24])=[O:21])[CH2:6][C:7]1[CH:12]=[CH:11][C:10]([C:13]2[CH:18]=[CH:17][CH:16]=[CH:15][N:14]=2)=[CH:9][CH:8]=1.[CH3:40][C:41]1[CH:51]=[CH:50][CH:49]=[C:48]([CH3:52])[C:42]=1[O:43][CH2:44][C:45](O)=[O:46].CCOP(ON1N=NC2C=CC=CC=2C1=O)(OCC)=O.C(N(CC)C(C)C)(C)C, predict the reaction product. The product is: [CH3:40][C:41]1[CH:51]=[CH:50][CH:49]=[C:48]([CH3:52])[C:42]=1[O:43][CH2:44][C:45]([NH:1][C@@H:2]([CH2:33][C:34]1[CH:35]=[CH:36][CH:37]=[CH:38][CH:39]=1)[C@@H:3]([OH:32])[CH2:4][C@H:5]([NH:19][C:20]([C@@H:22]([NH:27][C:28](=[O:31])[O:29][CH3:30])[C:23]([CH3:26])([CH3:25])[CH3:24])=[O:21])[CH2:6][C:7]1[CH:12]=[CH:11][C:10]([C:13]2[CH:18]=[CH:17][CH:16]=[CH:15][N:14]=2)=[CH:9][CH:8]=1)=[O:46]. (5) The product is: [CH2:19]([O:21][C:22](=[O:27])[C:23]([C:13]1[CH:14]=[CH:15][CH:16]=[C:17]2[C:12]=1[CH2:11][CH2:10][C@@H:9]2[O:8][Si:5]([C:1]([CH3:4])([CH3:3])[CH3:2])([CH3:7])[CH3:6])([F:25])[F:24])[CH3:20]. Given the reactants [C:1]([Si:5]([O:8][C@@H:9]1[C:17]2[C:12](=[C:13](I)[CH:14]=[CH:15][CH:16]=2)[CH2:11][CH2:10]1)([CH3:7])[CH3:6])([CH3:4])([CH3:3])[CH3:2].[CH2:19]([O:21][C:22](=[O:27])[C:23](Br)([F:25])[F:24])[CH3:20].CS(C)=O.[NH4+].[Cl-], predict the reaction product. (6) Given the reactants [N+:1]([O-:4])(O)=[O:2].[CH3:5][C:6]1[C:10]([C:11]2[CH:20]=[C:19]3[C:14]([C:15]([OH:21])=[CH:16][CH:17]=[N:18]3)=[CH:13][CH:12]=2)=[C:9]([CH3:22])[O:8][N:7]=1.[C:23](O)(=[O:26])CC, predict the reaction product. The product is: [CH3:5][C:6]1[C:10]([C:11]2[CH:20]=[C:19]3[C:14]([C:15]([OH:21])=[C:16]([N+:1]([O-:4])=[O:2])[CH:17]=[N:18]3)=[CH:13][C:12]=2[O:26][CH3:23])=[C:9]([CH3:22])[O:8][N:7]=1.